Dataset: Full USPTO retrosynthesis dataset with 1.9M reactions from patents (1976-2016). Task: Predict the reactants needed to synthesize the given product. (1) Given the product [CH2:12]([S:9]([CH2:8][C:6]1[CH:5]=[CH:4][C:3]([O:14][CH2:15][C:16]([F:19])([F:18])[F:17])=[C:2]([C:29]2[C:28]3[C:23](=[CH:24][CH:25]=[CH:26][CH:27]=3)[C:22](=[O:40])[N:21]([CH3:20])[CH:30]=2)[CH:7]=1)(=[O:11])=[O:10])[CH3:13], predict the reactants needed to synthesize it. The reactants are: Br[C:2]1[CH:7]=[C:6]([CH2:8][S:9]([CH2:12][CH3:13])(=[O:11])=[O:10])[CH:5]=[CH:4][C:3]=1[O:14][CH2:15][C:16]([F:19])([F:18])[F:17].[CH3:20][N:21]1[CH:30]=[C:29](B2OC(C)(C)C(C)(C)O2)[C:28]2[C:23](=[CH:24][CH:25]=[CH:26][CH:27]=2)[C:22]1=[O:40].C([O-])([O-])=O.[Na+].[Na+]. (2) Given the product [Cl:1][C:2]1[CH:3]=[C:4]([C:12]2[O:16][N:15]=[C:14]([C:17]3[CH:18]=[CH:19][CH:20]=[C:21]4[C:25]=3[N:24]([CH3:26])[CH:23]=[C:22]4[CH2:27][CH2:28][CH2:29][C:30]([OH:32])=[O:31])[N:13]=2)[CH:5]=[CH:6][C:7]=1[O:8][CH:9]([CH3:10])[CH3:11], predict the reactants needed to synthesize it. The reactants are: [Cl:1][C:2]1[CH:3]=[C:4]([C:12]2[O:16][N:15]=[C:14]([C:17]3[CH:18]=[CH:19][CH:20]=[C:21]4[C:25]=3[N:24]([CH3:26])[CH:23]=[C:22]4[CH2:27][CH2:28][CH2:29][C:30]([O:32]CC)=[O:31])[N:13]=2)[CH:5]=[CH:6][C:7]=1[O:8][CH:9]([CH3:11])[CH3:10].[OH-].[Na+].Cl.